From a dataset of Reaction yield outcomes from USPTO patents with 853,638 reactions. Predict the reaction yield, written as a fraction of the theoretical maximum amount of product (1.0 means a 100% yield; for example, 0.34 means a 34% yield). (1) The reactants are [CH3:1][N:2]([CH3:4])[NH2:3].[CH:5]([C:8]1[CH:13]=[CH:12][CH:11]=[C:10]([CH:14]([CH3:16])[CH3:15])[C:9]=1[NH:17][C:18]1[C:19](=O)[CH2:20][CH2:21][CH2:22][CH:23]=1)([CH3:7])[CH3:6]. The catalyst is C1(C)C=CC=CC=1.[Ti](Cl)(Cl)(Cl)Cl. The product is [CH3:1][N:2]([CH3:4])/[N:3]=[C:19]1\[CH2:20][CH2:21][CH2:22][CH:23]=[C:18]\1[NH:17][C:9]1[C:10]([CH:14]([CH3:15])[CH3:16])=[CH:11][CH:12]=[CH:13][C:8]=1[CH:5]([CH3:7])[CH3:6]. The yield is 0.925. (2) The reactants are [CH3:1][C:2]1[N:7]=[C:6]([SH:8])[N:5]=[C:4]([OH:9])[CH:3]=1.C(N(CC)CC)C.Br[CH2:18][C:19]1[CH:20]=[N:21][CH:22]=[N:23][CH:24]=1. The catalyst is C(O)C. The product is [CH3:1][C:2]1[N:7]=[C:6]([S:8][CH2:18][C:19]2[CH:20]=[N:21][CH:22]=[N:23][CH:24]=2)[N:5]=[C:4]([OH:9])[CH:3]=1. The yield is 0.0200. (3) The reactants are [C:1]([O:5][C:6]1[CH:11]=[CH:10][CH:9]=[CH:8][C:7]=1[CH:12]=[CH:13][N+:14]([O-])=O)([CH3:4])([CH3:3])[CH3:2].[H-].[Al+3].[Li+].[H-].[H-].[H-]. The catalyst is O1CCCC1. The product is [C:1]([O:5][C:6]1[CH:11]=[CH:10][CH:9]=[CH:8][C:7]=1[CH2:12][CH2:13][NH2:14])([CH3:4])([CH3:3])[CH3:2]. The yield is 0.961. (4) The reactants are [CH3:1][O:2][C:3]1[CH:12]=[C:11]2[C:6]([C:7]([NH:29][C:30]3[CH:31]=[C:32]4[C:36](=[CH:37][CH:38]=3)[N:35](C(OC(C)(C)C)=O)[N:34]=[CH:33]4)=[N:8][C:9]([C:13]3[CH:18]=[CH:17][CH:16]=[C:15]([NH:19][C:20](=[O:28])[CH2:21][N:22]4[CH2:27][CH2:26][O:25][CH2:24][CH2:23]4)[CH:14]=3)=[N:10]2)=[CH:5][C:4]=1[O:46][CH2:47][CH2:48][N:49]1[CH2:53][CH2:52][CH2:51][CH2:50]1.C(O)(C(F)(F)F)=O. The catalyst is C(Cl)Cl. The product is [NH:35]1[C:36]2[C:32](=[CH:31][C:30]([NH:29][C:7]3[C:6]4[C:11](=[CH:12][C:3]([O:2][CH3:1])=[C:4]([O:46][CH2:47][CH2:48][N:49]5[CH2:53][CH2:52][CH2:51][CH2:50]5)[CH:5]=4)[N:10]=[C:9]([C:13]4[CH:14]=[C:15]([NH:19][C:20](=[O:28])[CH2:21][N:22]5[CH2:23][CH2:24][O:25][CH2:26][CH2:27]5)[CH:16]=[CH:17][CH:18]=4)[N:8]=3)=[CH:38][CH:37]=2)[CH:33]=[N:34]1. The yield is 0.950. (5) The reactants are [OH:1]OS([O-])=O.[K+].[Br:7][C:8]1[CH:13]=[C:12]([CH2:14][S:15][CH3:16])[C:11]([F:17])=[CH:10][C:9]=1[O:18][CH3:19].[OH2:20]. The catalyst is CO. The product is [Br:7][C:8]1[CH:13]=[C:12]([CH2:14][S:15]([CH3:16])(=[O:1])=[O:20])[C:11]([F:17])=[CH:10][C:9]=1[O:18][CH3:19]. The yield is 0.930.